Dataset: Full USPTO retrosynthesis dataset with 1.9M reactions from patents (1976-2016). Task: Predict the reactants needed to synthesize the given product. (1) Given the product [Br:1][C:2]1[C:3]([O:21][CH3:22])=[C:4]2[C:5](=[CH:6][CH:7]=1)[NH:25][N:24]=[C:9]2[C:11]1[CH:20]=[CH:19][C:18]2[C:13](=[CH:14][CH:15]=[CH:16][CH:17]=2)[CH:12]=1, predict the reactants needed to synthesize it. The reactants are: [Br:1][C:2]1[C:3]([O:21][CH3:22])=[C:4]([C:9]([C:11]2[CH:20]=[CH:19][C:18]3[C:13](=[CH:14][CH:15]=[CH:16][CH:17]=3)[CH:12]=2)=O)[C:5](F)=[CH:6][CH:7]=1.O.[NH2:24][NH2:25].O. (2) The reactants are: [F:1][C:2]1[CH:7]=[CH:6][C:5]([C:8]2[C:13](/[CH:14]=[CH:15]/[C:16]([O:18]C)=[O:17])=[C:12]([CH:20]([CH3:22])[CH3:21])[N:11]=[C:10]([N:23]([CH3:28])[S:24]([CH3:27])(=[O:26])=[O:25])[N:9]=2)=[CH:4][CH:3]=1.[OH-].[Na+]. Given the product [F:1][C:2]1[CH:7]=[CH:6][C:5]([C:8]2[C:13](/[CH:14]=[CH:15]/[C:16]([OH:18])=[O:17])=[C:12]([CH:20]([CH3:21])[CH3:22])[N:11]=[C:10]([N:23]([CH3:28])[S:24]([CH3:27])(=[O:26])=[O:25])[N:9]=2)=[CH:4][CH:3]=1, predict the reactants needed to synthesize it. (3) Given the product [Cl:1][C:2]1[CH:18]=[CH:17][CH:16]=[CH:15][C:3]=1[CH2:4][CH:6]1[CH2:11][CH2:10][CH:9]([C:12]([OH:14])=[O:13])[CH2:8][CH2:7]1, predict the reactants needed to synthesize it. The reactants are: [Cl:1][C:2]1[CH:18]=[CH:17][CH:16]=[CH:15][C:3]=1[C:4]([C@H:6]1[CH2:11][CH2:10][C@H:9]([C:12]([OH:14])=[O:13])[CH2:8][CH2:7]1)=O.C([SiH](CC)CC)C. (4) Given the product [CH3:27][O:26][C:19]1[C:20]([O:24][CH3:25])=[C:21]([O:22][CH3:23])[C:16]2[CH2:15][CH2:14][CH:13]([OH:28])[CH:12]=[C:11]([C:4]3[CH:5]=[CH:6][C:7]([O:8][CH3:9])=[CH:2][CH:3]=3)[C:17]=2[CH:18]=1, predict the reactants needed to synthesize it. The reactants are: O[C:2]1[CH:3]=[C:4]([C:11]2[C:17]3[CH:18]=[C:19]([O:26][CH3:27])[C:20]([O:24][CH3:25])=[C:21]([O:22][CH3:23])[C:16]=3[CH2:15][CH2:14][C:13](=[O:28])[CH:12]=2)[CH:5]=[C:6](O)[C:7]=1[O:8][CH3:9]. (5) Given the product [CH3:1][C@@:2]1([CH2:15][N:16]2[N:20]=[N:19][CH:18]=[CH:17]2)[S:6](=[O:7])(=[O:8])[C@@H:5]2[CH2:9][C:10](=[O:11])[N:4]2[C@H:3]1[C:12]([OH:14])=[O:13].[NH2:21][C@H:22]([C:30]([OH:32])=[O:31])[CH2:23][CH2:24][CH2:25][NH:26][C:27](=[NH:28])[NH2:29], predict the reactants needed to synthesize it. The reactants are: [CH3:1][C@@:2]1([CH2:15][N:16]2[N:20]=[N:19][CH:18]=[CH:17]2)[S:6](=[O:8])(=[O:7])[C@@H:5]2[CH2:9][C:10](=[O:11])[N:4]2[C@H:3]1[C:12]([OH:14])=[O:13].[NH2:21][C@H:22]([C:30]([OH:32])=[O:31])[CH2:23][CH2:24][CH2:25][NH:26][C:27](=[NH:29])[NH2:28]. (6) Given the product [Si:1]([O:8][CH2:9][C:10]1([CH3:18])[S:16][CH2:15][CH2:14][NH:13][C:12](=[S:28])[CH2:11]1)([C:4]([CH3:7])([CH3:6])[CH3:5])([CH3:3])[CH3:2], predict the reactants needed to synthesize it. The reactants are: [Si:1]([O:8][CH2:9][C:10]1([CH3:18])[S:16][CH2:15][CH2:14][NH:13][C:12](=O)[CH2:11]1)([C:4]([CH3:7])([CH3:6])[CH3:5])([CH3:3])[CH3:2].COC1C=CC(P2(SP(C3C=CC(OC)=CC=3)(=S)S2)=[S:28])=CC=1. (7) Given the product [C:1]([O:5][C:6](=[O:15])[NH:7][C@H:8]([C:12]1[N:36]([C:37]2[CH:42]=[CH:41][CH:40]=[CH:39][N:38]=2)[C:31]2[CH:30]=[C:29]([F:28])[CH:34]=[CH:33][C:32]=2[N:13]=1)[CH2:9][O:10][CH3:11])([CH3:4])([CH3:3])[CH3:2], predict the reactants needed to synthesize it. The reactants are: [C:1]([O:5][C:6](=[O:15])[NH:7][C@H:8]([C:12](=O)[NH2:13])[CH2:9][O:10][CH3:11])([CH3:4])([CH3:3])[CH3:2].F[B-](F)(F)F.C([O+](CC)CC)C.[F:28][C:29]1[CH:30]=[C:31]([NH:36][C:37]2[CH:42]=[CH:41][CH:40]=[CH:39][N:38]=2)[C:32](N)=[CH:33][CH:34]=1. (8) The reactants are: C(OC([N:8]1[CH2:17][CH2:16][C:15]2[C:10](=[CH:11][CH:12]=[CH:13][C:14]=2[CH2:18][CH2:19][C:20](=[O:35])[N:21]([CH2:27][C:28]2[CH:33]=[CH:32][CH:31]=[CH:30][C:29]=2[Cl:34])[CH2:22][CH2:23][N:24]([CH3:26])[CH3:25])[CH2:9]1)=O)(C)(C)C.[ClH:36]. Given the product [ClH:34].[ClH:36].[Cl:34][C:29]1[CH:30]=[CH:31][CH:32]=[CH:33][C:28]=1[CH2:27][N:21]([CH2:22][CH2:23][N:24]([CH3:25])[CH3:26])[C:20](=[O:35])[CH2:19][CH2:18][C:14]1[CH:13]=[CH:12][CH:11]=[C:10]2[C:15]=1[CH2:16][CH2:17][NH:8][CH2:9]2, predict the reactants needed to synthesize it.